This data is from Full USPTO retrosynthesis dataset with 1.9M reactions from patents (1976-2016). The task is: Predict the reactants needed to synthesize the given product. (1) The reactants are: [Br:1][C:2]1[CH:3]=[C:4]([CH:26]=[C:27]([C:30](=[O:38])[C:31]2[CH:36]=[CH:35][CH:34]=[C:33]([F:37])[CH:32]=2)[C:28]=1[CH3:29])[CH2:5][N:6]([CH:23]1[CH2:25][CH2:24]1)[C:7]([C@H:9]1[C@H:14]([C:15]2[CH:20]=[CH:19][N:18]([CH3:21])[C:17](=[O:22])[CH:16]=2)[CH2:13][CH2:12][NH:11][CH2:10]1)=[O:8].[BH4-].[Na+]. Given the product [Br:1][C:2]1[CH:3]=[C:4]([CH:26]=[C:27]([CH:30]([C:31]2[CH:36]=[CH:35][CH:34]=[C:33]([F:37])[CH:32]=2)[OH:38])[C:28]=1[CH3:29])[CH2:5][N:6]([CH:23]1[CH2:25][CH2:24]1)[C:7]([C@H:9]1[C@H:14]([C:15]2[CH:20]=[CH:19][N:18]([CH3:21])[C:17](=[O:22])[CH:16]=2)[CH2:13][CH2:12][NH:11][CH2:10]1)=[O:8], predict the reactants needed to synthesize it. (2) Given the product [Cl:15][C:16]1[CH:17]=[C:18]([NH:19][C:2]2[C:3]3[N:10]([CH2:11][CH2:12][CH2:13][Cl:14])[CH:9]=[CH:8][C:4]=3[N:5]=[CH:6][N:7]=2)[CH:20]=[CH:21][C:22]=1[O:23][CH2:24][C:25]1[CH:30]=[CH:29][CH:28]=[C:27]([F:31])[CH:26]=1, predict the reactants needed to synthesize it. The reactants are: Cl[C:2]1[C:3]2[N:10]([CH2:11][CH2:12][CH2:13][Cl:14])[CH:9]=[CH:8][C:4]=2[N:5]=[CH:6][N:7]=1.[Cl:15][C:16]1[CH:17]=[C:18]([CH:20]=[CH:21][C:22]=1[O:23][CH2:24][C:25]1[CH:30]=[CH:29][CH:28]=[C:27]([F:31])[CH:26]=1)[NH2:19]. (3) Given the product [CH3:12][S:13]([CH2:14][C:15]1[CH:20]=[CH:19][CH:18]=[C:17]([N+:21]([O-:23])=[O:22])[CH:16]=1)(=[O:9])=[O:29], predict the reactants needed to synthesize it. The reactants are: ClC1C=C(C(OO)=[O:9])C=CC=1.[CH3:12][S:13][CH2:14][C:15]1[CH:20]=[CH:19][CH:18]=[C:17]([N+:21]([O-:23])=[O:22])[CH:16]=1.C(=O)(O)[O-].[Na+].[OH2:29]. (4) Given the product [N+:15]([C:14]1[C:9]([NH:2][CH2:3][C:4]([O:6][CH3:7])=[O:5])=[N:10][CH:11]=[CH:12][CH:13]=1)([O-:17])=[O:16], predict the reactants needed to synthesize it. The reactants are: Cl.[NH2:2][CH2:3][C:4]([O:6][CH3:7])=[O:5].Cl[C:9]1[C:14]([N+:15]([O-:17])=[O:16])=[CH:13][CH:12]=[CH:11][N:10]=1.C(N(CC)CC)C. (5) Given the product [CH2:26]([O:33][C:2]1[C:7]([CH2:8][C:10]2[CH:15]=[CH:14][C:13]([O:16][CH3:17])=[CH:12][CH:11]=2)=[N:6][CH:5]=[CH:4][N:3]=1)[C:27]1[CH:32]=[CH:31][CH:30]=[CH:29][CH:28]=1, predict the reactants needed to synthesize it. The reactants are: Cl[C:2]1[C:7]([CH:8]([C:10]2[CH:15]=[CH:14][C:13]([O:16][CH3:17])=[CH:12][CH:11]=2)O)=[N:6][CH:5]=[CH:4][N:3]=1.[OH-].[Na+].C(=O)([O-])[O-].[K+].[K+].[CH2:26]([OH:33])[C:27]1[CH:32]=[CH:31][CH:30]=[CH:29][CH:28]=1.COCCOCCN(CCOCCOC)CCOCCOC.